Dataset: Reaction yield outcomes from USPTO patents with 853,638 reactions. Task: Predict the reaction yield, written as a fraction of the theoretical maximum amount of product (1.0 means a 100% yield; for example, 0.34 means a 34% yield). (1) The reactants are [C:1]1([CH2:10][C:11]#[N:12])[CH:6]=[CH:5][CH:4]=[CH:3][C:2]=1[CH2:7][C:8]#N. The catalyst is C(O)C.[Ni]. The product is [CH2:10]1[C:1]2[CH:6]=[CH:5][CH:4]=[CH:3][C:2]=2[CH2:7][CH2:8][NH:12][CH2:11]1. The yield is 0.350. (2) The reactants are [Si:1]([O:8][C@@H:9]1[C@H:13]([CH2:14][O:15][Si:16]([C:19]([CH3:22])([CH3:21])[CH3:20])([CH3:18])[CH3:17])[CH2:12][C@@H:11]([NH:23][C:24]2[C:29]([F:30])=[C:28](Cl)[N:27]=[CH:26][N:25]=2)[CH2:10]1)([C:4]([CH3:7])([CH3:6])[CH3:5])([CH3:3])[CH3:2].[CH3:32][C:33]1([CH3:43])[C:41]2[C:36](=[CH:37][CH:38]=[CH:39][CH:40]=2)[C@@H:35]([NH2:42])[CH2:34]1.C(=O)([O-])[O-].[Na+].[Na+]. The catalyst is C(Cl)Cl. The product is [Si:1]([O:8][C@@H:9]1[C@H:13]([CH2:14][O:15][Si:16]([C:19]([CH3:22])([CH3:21])[CH3:20])([CH3:18])[CH3:17])[CH2:12][C@@H:11]([NH:23][C:24]2[C:29]([F:30])=[C:28]([NH:42][C@@H:35]3[C:36]4[C:41](=[CH:40][CH:39]=[CH:38][CH:37]=4)[C:33]([CH3:43])([CH3:32])[CH2:34]3)[N:27]=[CH:26][N:25]=2)[CH2:10]1)([C:4]([CH3:7])([CH3:6])[CH3:5])([CH3:3])[CH3:2]. The yield is 0.700. (3) The yield is 0.770. The product is [CH:6]1([CH2:5][CH:4]([C:11]2[CH:12]=[CH:13][C:14]([S:17]([C:20]([F:23])([F:21])[F:22])(=[O:19])=[O:18])=[CH:15][CH:16]=2)[C:3]([OH:24])=[O:2])[CH2:10][CH2:9][CH2:8][CH2:7]1. The reactants are C[O:2][C:3](=[O:24])[CH:4]([C:11]1[CH:16]=[CH:15][C:14]([S:17]([C:20]([F:23])([F:22])[F:21])(=[O:19])=[O:18])=[CH:13][CH:12]=1)[CH2:5][CH:6]1[CH2:10][CH2:9][CH2:8][CH2:7]1.[OH-].[Li+]. The catalyst is O1CCCC1. (4) The reactants are Cl[C:2]1[CH:11]=[CH:10][N:9]=[C:8]2[C:3]=1[CH:4]=[CH:5][C:6]([CH3:12])=[N:7]2.[NH2:13][C:14]1[CH:19]=[C:18]([CH3:20])[CH:17]=[CH:16][C:15]=1[OH:21]. The product is [CH3:20][C:18]1[CH:17]=[CH:16][C:15]([OH:21])=[C:14]([NH:13][C:2]2[C:3]3[C:8](=[N:7][C:6]([CH3:12])=[CH:5][CH:4]=3)[N:9]=[CH:10][CH:11]=2)[CH:19]=1. The catalyst is C(O)C. The yield is 1.00. (5) The catalyst is CO. The product is [C:1]([C@H:5]1[CH2:10][CH2:9][C@H:8]([O:11][C:12]2[CH:13]=[C:14]3[C:19](=[CH:20][CH:21]=2)[CH:18]=[C:17]([C:22]([NH:25][CH2:28][CH2:27][C:26]([O:30][CH3:31])=[O:29])([CH3:24])[CH3:23])[CH:16]=[CH:15]3)[CH2:7][CH2:6]1)([CH3:4])([CH3:2])[CH3:3]. The reactants are [C:1]([C@H:5]1[CH2:10][CH2:9][C@H:8]([O:11][C:12]2[CH:13]=[C:14]3[C:19](=[CH:20][CH:21]=2)[CH:18]=[C:17]([C:22]([NH2:25])([CH3:24])[CH3:23])[CH:16]=[CH:15]3)[CH2:7][CH2:6]1)([CH3:4])([CH3:3])[CH3:2].[C:26]([O:30][CH3:31])(=[O:29])[CH:27]=[CH2:28]. The yield is 0.710. (6) The catalyst is C(#N)C. The product is [Br:57][C:7]1[C:8]([OH:10])=[CH:9][C:2]([Cl:1])=[C:3]([CH:6]=1)[C:4]#[N:5]. The reactants are [Cl:1][C:2]1[CH:9]=[C:8]([OH:10])[CH:7]=[CH:6][C:3]=1[C:4]#[N:5].ClC1C(CC2SC(C3OC=CC=3)=NN=2)=CC([C@H]2[C@H](O)[C@@H](O)[C@H](O)[C@@H](CO)O2)=C(OC)C=1.OS(C(F)(F)F)(=O)=O.C1C(=O)N([Br:57])C(=O)C1. The yield is 0.650. (7) The reactants are [NH:1]1[CH2:6][CH2:5][O:4][CH2:3][CH2:2]1.[Cl:7][C:8]1[C:13]([O:14][CH3:15])=[C:12](Cl)[N:11]=[C:10]([C:17]2[CH:22]=[CH:21][C:20]([N+:23]([O-:25])=[O:24])=[CH:19][CH:18]=2)[N:9]=1. The catalyst is C1COCC1. The product is [Cl:7][C:8]1[N:9]=[C:10]([C:17]2[CH:22]=[CH:21][C:20]([N+:23]([O-:25])=[O:24])=[CH:19][CH:18]=2)[N:11]=[C:12]([N:1]2[CH2:6][CH2:5][O:4][CH2:3][CH2:2]2)[C:13]=1[O:14][CH3:15]. The yield is 0.560.